Dataset: Forward reaction prediction with 1.9M reactions from USPTO patents (1976-2016). Task: Predict the product of the given reaction. Given the reactants [Br:1][C:2]1[CH:3]=[C:4]2[C:9](=[CH:10][C:11]=1[O:12][CH3:13])[C:8](=[O:14])[NH:7][C:6](=[O:15])/[C:5]/2=[CH:16]/OC.[CH3:19][N:20]1[CH2:25][CH2:24][N:23]([C:26]2[CH:31]=[CH:30][C:29]([NH2:32])=[CH:28][CH:27]=2)[CH2:22][CH2:21]1, predict the reaction product. The product is: [Br:1][C:2]1[CH:3]=[C:4]2[C:9](=[CH:10][C:11]=1[O:12][CH3:13])[C:8](=[O:14])[NH:7][C:6](=[O:15])[C:5]2=[CH:16][NH:32][C:29]1[CH:28]=[CH:27][C:26]([N:23]2[CH2:22][CH2:21][N:20]([CH3:19])[CH2:25][CH2:24]2)=[CH:31][CH:30]=1.